The task is: Predict the product of the given reaction.. This data is from Forward reaction prediction with 1.9M reactions from USPTO patents (1976-2016). (1) Given the reactants [Br:1][C:2]1[CH:7]=[N:6][CH:5]=[C:4]2[S:8][C:9]([C:11]#[N:12])=[CH:10][C:3]=12.[Cl-].[NH4+].[N-:15]=[N+:16]=[N-:17].[Na+].C(#N)C, predict the reaction product. The product is: [Br:1][C:2]1[CH:7]=[N:6][CH:5]=[C:4]2[S:8][C:9]([C:11]3[N:15]=[N:16][NH:17][N:12]=3)=[CH:10][C:3]=12. (2) Given the reactants Br[C:2](Br)([F:4])[F:3].CN(P(N(C)C)N(C)C)C.O=[C:17]([CH3:25])[CH2:18][CH2:19][CH2:20][C:21]([O:23][CH3:24])=[O:22].C(OCC)C, predict the reaction product. The product is: [F:3][C:2]([F:4])=[C:17]([CH3:25])[CH2:18][CH2:19][CH2:20][C:21]([O:23][CH3:24])=[O:22]. (3) Given the reactants [CH:1]([O:4][C:5]1[N:10]=[C:9]([C:11]2[C:19]3[C:14](=[CH:15][CH:16]=[C:17]([C:20]4[N:24]=[C:23]([NH:25][C:26](=[O:28])[CH3:27])[O:22][N:21]=4)[CH:18]=3)[N:13](S(C3C=CC(C)=CC=3)(=O)=O)[CH:12]=2)[CH:8]=[N:7][CH:6]=1)([CH3:3])[CH3:2].[OH-].[Na+], predict the reaction product. The product is: [CH:1]([O:4][C:5]1[N:10]=[C:9]([C:11]2[C:19]3[C:14](=[CH:15][CH:16]=[C:17]([C:20]4[N:24]=[C:23]([NH:25][C:26](=[O:28])[CH3:27])[O:22][N:21]=4)[CH:18]=3)[NH:13][CH:12]=2)[CH:8]=[N:7][CH:6]=1)([CH3:3])[CH3:2]. (4) Given the reactants CC1C2C=C(C(F)(F)F)C=CC=2SC=1CCC(OCC)=O.[F:22][C:23]([F:45])([F:44])[C:24]1[CH:43]=[CH:42][C:27]2[CH:28]=[C:29](/[C:31](/[CH2:38][CH2:39][CH2:40][CH3:41])=[CH:32]/[C:33]([O:35][CH2:36][CH3:37])=[O:34])[S:30][C:26]=2[CH:25]=1, predict the reaction product. The product is: [F:44][C:23]([F:22])([F:45])[C:24]1[CH:43]=[CH:42][C:27]2[CH:28]=[C:29]([CH:31]([CH2:38][CH2:39][CH2:40][CH3:41])[CH2:32][C:33]([O:35][CH2:36][CH3:37])=[O:34])[S:30][C:26]=2[CH:25]=1. (5) Given the reactants [F:1][C:2]1[C:3]([I:11])=[C:4]([N+:8]([O-])=O)[CH:5]=[CH:6][CH:7]=1.C(O)C.[ClH:15].C(=O)([O-])[O-].[Na+].[Na+], predict the reaction product. The product is: [ClH:15].[F:1][C:2]1[C:3]([I:11])=[C:4]([CH:5]=[CH:6][CH:7]=1)[NH2:8].